Dataset: Forward reaction prediction with 1.9M reactions from USPTO patents (1976-2016). Task: Predict the product of the given reaction. Given the reactants Cl[C:2]1[CH:3]=[C:4]2[C:9](=[CH:10][N:11]=1)[N:8]=[CH:7][CH:6]=[C:5]2[N:12]1[CH2:17][CH2:16][CH2:15][C@H:14]([NH:18][C:19](=[O:25])[O:20][C:21]([CH3:24])([CH3:23])[CH3:22])[CH2:13]1.C([O-])(=O)C.[K+].[B:31]1([B:31]2[O:35][C:34]([CH3:37])([CH3:36])[C:33]([CH3:39])([CH3:38])[O:32]2)[O:35][C:34]([CH3:37])([CH3:36])[C:33]([CH3:39])([CH3:38])[O:32]1.C1(P(C2CCCCC2)C2CCCCC2)CCCCC1, predict the reaction product. The product is: [CH3:38][C:33]1([CH3:39])[C:34]([CH3:37])([CH3:36])[O:35][B:31]([C:2]2[CH:3]=[C:4]3[C:9](=[CH:10][N:11]=2)[N:8]=[CH:7][CH:6]=[C:5]3[N:12]2[CH2:17][CH2:16][CH2:15][C@H:14]([NH:18][C:19](=[O:25])[O:20][C:21]([CH3:24])([CH3:23])[CH3:22])[CH2:13]2)[O:32]1.